From a dataset of Full USPTO retrosynthesis dataset with 1.9M reactions from patents (1976-2016). Predict the reactants needed to synthesize the given product. (1) Given the product [Br:1][C:2]1[CH:7]=[CH:6][CH:5]=[CH:4][C:3]=1[O:8][CH2:9][CH2:10][NH:12][CH2:13][CH2:14][OH:15], predict the reactants needed to synthesize it. The reactants are: [Br:1][C:2]1[CH:7]=[CH:6][CH:5]=[CH:4][C:3]=1[O:8][CH2:9][CH2:10]Br.[NH2:12][CH2:13][CH2:14][OH:15]. (2) Given the product [CH3:14][O:13][C:5]1[CH:4]=[CH:3][CH:2]=[C:11]2[C:6]=1[C:7](=[O:12])[CH:8]=[CH:9][NH:10]2, predict the reactants needed to synthesize it. The reactants are: Br[C:2]1[CH:3]=[CH:4][C:5]([O:13][CH3:14])=[C:6]2[C:11]=1[NH:10][CH:9]=[CH:8][C:7]2=[O:12].[OH-].[Na+]. (3) Given the product [CH2:29]([CH:6]1[N:7]2[CH2:20][CH2:19][C:18]3[C:13]([C:8]2=[CH:9][C:10]2[CH:11]=[CH:12][C:3]([O:2][CH3:1])=[C:4]([O:24][CH3:25])[C:5]1=2)=[CH:14][C:15]1[O:23][CH2:22][O:21][C:16]=1[CH:17]=3)[CH:28]=[CH2:27], predict the reactants needed to synthesize it. The reactants are: [CH3:1][O:2][C:3]1[CH:12]=[CH:11][C:10]2[C:5](=[CH:6][N+:7]3[CH2:20][CH2:19][C:18]4[C:13](=[CH:14][C:15]5[O:23][CH2:22][O:21][C:16]=5[CH:17]=4)[C:8]=3[CH:9]=2)[C:4]=1[O:24][CH3:25].[Cl-].[CH2:27]([Mg]Cl)[CH:28]=[CH2:29]. (4) Given the product [C:2]([C:4]1[CH:5]=[C:6]([C:14]2[O:18][N:17]=[C:16]([C:19]3[C:20]([CH3:35])=[C:21]4[C:26](=[CH:27][CH:28]=3)[CH2:25][N:24]([CH2:29][CH2:30][CH2:31][C:32]([NH:38][CH3:36])=[O:33])[CH2:23][CH2:22]4)[N:15]=2)[CH:7]=[CH:8][C:9]=1[O:10][CH:11]([CH3:13])[CH3:12])#[N:3], predict the reactants needed to synthesize it. The reactants are: [Na+].[C:2]([C:4]1[CH:5]=[C:6]([C:14]2[O:18][N:17]=[C:16]([C:19]3[C:20]([CH3:35])=[C:21]4[C:26](=[CH:27][CH:28]=3)[CH2:25][N:24]([CH2:29][CH2:30][CH2:31][C:32]([O-])=[O:33])[CH2:23][CH2:22]4)[N:15]=2)[CH:7]=[CH:8][C:9]=1[O:10][CH:11]([CH3:13])[CH3:12])#[N:3].[CH2:36]([N:38](CC)CC)C.C(Cl)CCl.C1C=CC2N(O)N=NC=2C=1.CN.C1COCC1. (5) Given the product [CH3:26][O:25][C:17]1[N:18]=[C:19]([N:21]2[CH2:22][CH2:23][S:53][CH2:52][CH2:51]2)[N:20]=[C:15]([NH:14][CH:11]2[CH2:10][CH2:9][NH:8][CH2:13][CH2:12]2)[N:16]=1, predict the reactants needed to synthesize it. The reactants are: C(OC([N:8]1[CH2:13][CH2:12][CH:11]([NH:14][C:15]2[N:20]=[C:19]([NH:21][CH2:22][CH2:23]O)[N:18]=[C:17]([O:25][CH3:26])[N:16]=2)[CH2:10][CH2:9]1)=O)(C)(C)C.C(OC(N1CCC(NC2N=C(Cl)N=C(OC)N=2)CC1)=O)(C)(C)C.N1CC[S:53][CH2:52][CH2:51]1.C(N(C(C)C)C(C)C)C.Cl.COC1N=C(NC2CCNCC2)N=C(NCCO)N=1. (6) Given the product [C:61]([C:52]1[CH:53]=[CH:54][C:55]([O:57][CH3:58])=[CH:56][C:51]=1[S:50][C:49]1[N:40]([CH2:29][CH2:30][NH:31][CH2:27][C:26]([CH3:25])([CH3:18])[CH3:81])[C:41]2[C:42]([N:48]=1)=[C:43]([NH2:47])[N:44]=[CH:45][N:46]=2)#[CH:62], predict the reactants needed to synthesize it. The reactants are: C(NCCCN1C(S[C:18]2[C:26]([C:27]3O[CH:29]=[CH:30][N:31]=3)=[CH:25]C3OCOC=3C=2)=NC2C1=NC=NC=2N)(C)C.CC(NCCC[N:40]1[C:49]([S:50][C:51]2[CH:56]=[C:55]3[O:57][CH2:58]O[C:54]3=[CH:53][C:52]=2I)=[N:48][C:42]2[C:43]([NH2:47])=[N:44][CH:45]=[N:46][C:41]1=2)C.[CH2:61]([Sn](CCCC)(CCCC)C1OC=CN=1)[CH2:62]CC.[Li+].[Cl-].[CH3:81]N(C=O)C. (7) Given the product [O:2]1[C:6]2[CH:7]=[CH:8][CH:9]=[C:10]([CH:11]3[CH2:16][CH2:15][N:14]([CH2:17][CH2:18][C@H:19]4[CH2:20][CH2:21][C@H:22]([NH:25][C:29](=[O:30])[CH2:28][C:27]([OH:26])([CH3:33])[CH3:32])[CH2:23][CH2:24]4)[CH2:13][CH2:12]3)[C:5]=2[O:4][CH2:3]1, predict the reactants needed to synthesize it. The reactants are: Cl.[O:2]1[C:6]2[CH:7]=[CH:8][CH:9]=[C:10]([CH:11]3[CH2:16][CH2:15][N:14]([CH2:17][CH2:18][C@H:19]4[CH2:24][CH2:23][C@H:22]([NH2:25])[CH2:21][CH2:20]4)[CH2:13][CH2:12]3)[C:5]=2[O:4][CH2:3]1.[OH:26][C:27]([CH3:33])([CH3:32])[CH2:28][C:29](O)=[O:30].